The task is: Regression. Given two drug SMILES strings and cell line genomic features, predict the synergy score measuring deviation from expected non-interaction effect.. This data is from NCI-60 drug combinations with 297,098 pairs across 59 cell lines. (1) Drug 1: CCC(=C(C1=CC=CC=C1)C2=CC=C(C=C2)OCCN(C)C)C3=CC=CC=C3.C(C(=O)O)C(CC(=O)O)(C(=O)O)O. Drug 2: CCC1=C2CN3C(=CC4=C(C3=O)COC(=O)C4(CC)O)C2=NC5=C1C=C(C=C5)O. Cell line: HCC-2998. Synergy scores: CSS=33.0, Synergy_ZIP=-4.24, Synergy_Bliss=-4.04, Synergy_Loewe=-31.8, Synergy_HSA=0.242. (2) Drug 1: C1CN(P(=O)(OC1)NCCCl)CCCl. Drug 2: CCC1(C2=C(COC1=O)C(=O)N3CC4=CC5=C(C=CC(=C5CN(C)C)O)N=C4C3=C2)O.Cl. Cell line: NCI-H460. Synergy scores: CSS=59.8, Synergy_ZIP=-3.59, Synergy_Bliss=-5.18, Synergy_Loewe=-58.9, Synergy_HSA=-3.82.